Dataset: NCI-60 drug combinations with 297,098 pairs across 59 cell lines. Task: Regression. Given two drug SMILES strings and cell line genomic features, predict the synergy score measuring deviation from expected non-interaction effect. Drug 1: CCCS(=O)(=O)NC1=C(C(=C(C=C1)F)C(=O)C2=CNC3=C2C=C(C=N3)C4=CC=C(C=C4)Cl)F. Drug 2: C1C(C(OC1N2C=NC(=NC2=O)N)CO)O. Cell line: OVCAR-8. Synergy scores: CSS=21.9, Synergy_ZIP=-4.80, Synergy_Bliss=-1.78, Synergy_Loewe=-17.6, Synergy_HSA=-3.64.